Predict the reactants needed to synthesize the given product. From a dataset of Full USPTO retrosynthesis dataset with 1.9M reactions from patents (1976-2016). (1) Given the product [Cl:26][C:24]1[CH:23]=[CH:22][C:21]([O:27][CH3:28])=[C:20]([NH:19][S:16]([C:8]2[CH:9]=[CH:10][C:11]([O:14][CH3:15])=[C:12]3[C:7]=2[O:6][CH2:5][C@H:4]([N:30]([CH3:29])[CH3:1])[CH2:13]3)(=[O:18])=[O:17])[CH:25]=1, predict the reactants needed to synthesize it. The reactants are: [CH2:1]=O.N[C@@H:4]1[CH2:13][C:12]2[C:7](=[C:8]([S:16]([NH:19][C:20]3[CH:25]=[C:24]([Cl:26])[CH:23]=[CH:22][C:21]=3[O:27][CH3:28])(=[O:18])=[O:17])[CH:9]=[CH:10][C:11]=2[O:14][CH3:15])[O:6][CH2:5]1.[C:29]([BH3-])#[N:30].[Na+]. (2) The reactants are: [O:1]1[C:5]2[CH:6]=[CH:7][C:8]([CH2:10][CH2:11][OH:12])=[CH:9][C:4]=2[O:3][CH2:2]1.[N+:13]([C:16]1[CH:23]=[CH:22][C:19]([CH:20]=O)=[CH:18][CH:17]=1)([O-:15])=[O:14]. Given the product [N+:13]([C:16]1[CH:23]=[CH:22][C:19]([CH:20]2[C:7]3[CH:6]=[C:5]4[O:1][CH2:2][O:3][C:4]4=[CH:9][C:8]=3[CH2:10][CH2:11][O:12]2)=[CH:18][CH:17]=1)([O-:15])=[O:14], predict the reactants needed to synthesize it. (3) Given the product [I:9][C:10]1[CH:11]=[C:12]([CH:17]=[CH:18][C:19]=1[NH:20][C:6]1[CH2:5][CH2:4][C:3](=[O:8])[C:2]=1[CH3:1])[C:13]([O:15][CH3:16])=[O:14].[CH3:12][CH2:13][O:14][C:6]([CH3:2])=[O:7], predict the reactants needed to synthesize it. The reactants are: [CH3:1][CH:2]1[C:6](=[O:7])[CH2:5][CH2:4][C:3]1=[O:8].[I:9][C:10]1[CH:11]=[C:12]([CH:17]=[CH:18][C:19]=1[NH2:20])[C:13]([O:15][CH3:16])=[O:14]. (4) Given the product [CH3:23][O:24][C:25]([C:26]1[CH:31]=[CH:30][C:29]2[S:1][C:14]([C:13]([O:12][C:8]([CH3:11])([CH3:10])[CH3:9])=[O:16])=[CH:35][C:28]=2[CH:27]=1)=[O:37], predict the reactants needed to synthesize it. The reactants are: [S-2:1].[Na+].[Na+].C(O)(=O)C.[C:8]([O:12][C:13](=[O:16])[CH2:14]Cl)([CH3:11])([CH3:10])[CH3:9].C([O-])([O-])=O.[K+].[K+].[CH3:23][O:24][C:25](=[O:37])[C:26]1[CH:31]=[CH:30][C:29]([N+]([O-])=O)=[C:28]([CH:35]=O)[CH:27]=1. (5) Given the product [CH3:11][O:7][C:6](=[O:8])[C:5]1[CH:9]=[CH:10][C:2]([NH2:1])=[N:3][CH:4]=1, predict the reactants needed to synthesize it. The reactants are: [NH2:1][C:2]1[CH:10]=[CH:9][C:5]([C:6]([OH:8])=[O:7])=[CH:4][N:3]=1.[CH3:11]O.